Predict the reactants needed to synthesize the given product. From a dataset of Full USPTO retrosynthesis dataset with 1.9M reactions from patents (1976-2016). (1) Given the product [CH:3]1([NH:9][C:10]2[C:14]3([CH2:15][CH2:16][N:17]([CH2:28][C:30]4[CH:31]=[C:32]([B:36]([OH:38])[OH:37])[CH:33]=[CH:34][CH:35]=4)[CH2:18][CH2:19]3)[N:13]([C:20]3[CH:25]=[CH:24][CH:23]=[C:22]([F:26])[CH:21]=3)[C:12](=[O:27])[N:11]=2)[CH2:4][CH2:5][CH2:6][CH2:7][CH2:8]1, predict the reactants needed to synthesize it. The reactants are: Cl.Cl.[CH:3]1([NH:9][C:10]2[C:14]3([CH2:19][CH2:18][NH2+:17][CH2:16][CH2:15]3)[N:13]([C:20]3[CH:25]=[CH:24][CH:23]=[C:22]([F:26])[CH:21]=3)[C:12](=[O:27])[N:11]=2)[CH2:8][CH2:7][CH2:6][CH2:5][CH2:4]1.[CH:28]([C:30]1[CH:31]=[C:32]([B:36]([OH:38])[OH:37])[CH:33]=[CH:34][CH:35]=1)=O.CCN(C(C)C)C(C)C.C([BH3-])#N. (2) Given the product [N:1]1([C:18]([O:20][C:21]2[CH:22]=[CH:23][C:24]([N+:27]([O-:29])=[O:28])=[CH:25][CH:26]=2)=[O:19])[C:10]2[C:5](=[CH:6][CH:7]=[CH:8][CH:9]=2)[CH2:4][CH2:3][CH2:2]1, predict the reactants needed to synthesize it. The reactants are: [NH:1]1[C:10]2[C:5](=[CH:6][CH:7]=[CH:8][CH:9]=2)[CH2:4][CH2:3][CH2:2]1.N1C=CC=CC=1.Cl[C:18]([O:20][C:21]1[CH:26]=[CH:25][C:24]([N+:27]([O-:29])=[O:28])=[CH:23][CH:22]=1)=[O:19].O. (3) Given the product [CH3:13][S:10]([O:14][CH:16]1[CH2:17][CH2:18][O:8][CH:7]([C:5]2[N:4]([CH3:9])[N:3]=[C:2]([Br:1])[CH:6]=2)[CH2:15]1)(=[O:12])=[O:11], predict the reactants needed to synthesize it. The reactants are: [Br:1][C:2]1[CH:6]=[C:5]([CH:7]=[O:8])[N:4]([CH3:9])[N:3]=1.[S:10]([OH:14])([CH3:13])(=[O:12])=[O:11].[CH2:15](O)[CH2:16][CH:17]=[CH2:18]. (4) Given the product [CH3:3][N:2]([CH2:4][C:5]1[CH:10]=[CH:9][CH:8]=[CH:7][C:6]=1[S:11][C:12]1[CH:17]=[CH:16][C:15]([F:18])=[CH:14][C:13]=1[NH2:19])[CH3:1], predict the reactants needed to synthesize it. The reactants are: [CH3:1][N:2]([CH2:4][C:5]1[CH:10]=[CH:9][CH:8]=[CH:7][C:6]=1[S:11][C:12]1[CH:17]=[CH:16][C:15]([F:18])=[CH:14][C:13]=1[N+:19]([O-])=O)[CH3:3].Cl[Sn]Cl.